Task: Predict the product of the given reaction.. Dataset: Forward reaction prediction with 1.9M reactions from USPTO patents (1976-2016) (1) Given the reactants Cl[C:2]1[N:3]=[CH:4][C:5](/[CH:8]=[CH:9]/[C:10]([O:12][CH2:13][CH3:14])=[O:11])=[N:6][CH:7]=1.Cl.Cl.[CH3:17][O:18][C:19]1[CH:20]=[C:21]([CH:29]=[CH:30][CH:31]=1)[CH2:22][N:23]1[CH2:27][CH2:26][C@@H:25]([NH2:28])[CH2:24]1.C([O-])([O-])=O.[K+].[K+].O, predict the reaction product. The product is: [CH3:17][O:18][C:19]1[CH:20]=[C:21]([CH:29]=[CH:30][CH:31]=1)[CH2:22][N:23]1[CH2:27][CH2:26][C@@H:25]([NH:28][C:2]2[N:3]=[CH:4][C:5](/[CH:8]=[CH:9]/[C:10]([O:12][CH2:13][CH3:14])=[O:11])=[N:6][CH:7]=2)[CH2:24]1. (2) The product is: [CH2:1]([N:5]([CH2:6][C:7]1[S:8][C:9]([C:12]2[CH:17]=[CH:16][CH:15]=[C:14]([S:18]([CH3:21])(=[O:20])=[O:19])[CH:13]=2)=[CH:10][CH:11]=1)[S:29]([CH2:28][C:22]1[CH:27]=[CH:26][CH:25]=[CH:24][CH:23]=1)(=[O:31])=[O:30])[CH:2]([CH3:4])[CH3:3]. Given the reactants [CH2:1]([NH:5][CH2:6][C:7]1[S:8][C:9]([C:12]2[CH:17]=[CH:16][CH:15]=[C:14]([S:18]([CH3:21])(=[O:20])=[O:19])[CH:13]=2)=[CH:10][CH:11]=1)[CH:2]([CH3:4])[CH3:3].[C:22]1([CH2:28][S:29](Cl)(=[O:31])=[O:30])[CH:27]=[CH:26][CH:25]=[CH:24][CH:23]=1.C(N(CC)C(C)C)(C)C, predict the reaction product.